From a dataset of Full USPTO retrosynthesis dataset with 1.9M reactions from patents (1976-2016). Predict the reactants needed to synthesize the given product. (1) Given the product [CH3:1][C:2]1[O:6][C:5]([C:7]2[CH:8]=[C:9]([CH3:13])[CH:10]=[CH:11][CH:12]=2)=[N:4][C:3]=1[CH2:14][O:15][C@H:16]1[CH2:21][CH2:20][CH2:19][CH:18]([O:22][C@@H:23]([OH:29])[CH3:24])[CH2:17]1, predict the reactants needed to synthesize it. The reactants are: [CH3:1][C:2]1[O:6][C:5]([C:7]2[CH:8]=[C:9]([CH3:13])[CH:10]=[CH:11][CH:12]=2)=[N:4][C:3]=1[CH2:14][O:15][C@H:16]1[CH2:21][CH2:20][CH2:19][C@@H:18]([O:22][CH2:23][CH:24]=O)[CH2:17]1.[BH4-].[Na+].C[OH:29]. (2) Given the product [CH2:19]([N:18]([CH3:17])[C:7]([C:6]1[C:5]([I:12])=[C:4]([C:3]([I:16])=[C:2]([NH2:1])[C:10]=1[I:11])[C:13]([Cl:15])=[O:14])=[O:8])[CH:20]=[CH2:21], predict the reactants needed to synthesize it. The reactants are: [NH2:1][C:2]1[C:3]([I:16])=[C:4]([C:13]([Cl:15])=[O:14])[C:5]([I:12])=[C:6]([C:10]=1[I:11])[C:7](Cl)=[O:8].[CH3:17][NH:18][CH2:19][CH:20]=[CH2:21]. (3) Given the product [CH2:29]([C:31]1[CH:36]=[C:35]([O:37][CH2:2][CH2:3][CH:4]([C:9]2[S:10][C:11]3[CH:18]=[C:17]([C:19]([F:22])([F:21])[F:20])[CH:16]=[CH:15][C:12]=3[C:13]=2[CH3:14])[CH2:5][CH2:6][CH2:7][CH3:8])[CH:34]=[CH:33][C:32]=1[O:38][CH2:39][C:40]([O:42][CH2:43][CH3:44])=[O:41])[CH3:30], predict the reactants needed to synthesize it. The reactants are: Br[CH2:2][CH2:3][CH:4]([C:9]1[S:10][C:11]2[CH:18]=[C:17]([C:19]([F:22])([F:21])[F:20])[CH:16]=[CH:15][C:12]=2[C:13]=1[CH3:14])[CH2:5][CH2:6][CH2:7][CH3:8].C(=O)([O-])[O-].[Cs+].[Cs+].[CH2:29]([C:31]1[CH:36]=[C:35]([OH:37])[CH:34]=[CH:33][C:32]=1[O:38][CH2:39][C:40]([O:42][CH2:43][CH3:44])=[O:41])[CH3:30]. (4) Given the product [I:22][C:20]1[CH:19]=[CH:18][N:17]=[C:16]([N:7]2[C:8]3[CH2:9][CH2:10][C:2]([CH3:14])([CH3:1])[CH2:3][C:4]=3[C:5]([C:11]([OH:13])=[O:12])=[N:6]2)[CH:21]=1, predict the reactants needed to synthesize it. The reactants are: [CH3:1][C:2]1([CH3:14])[CH2:10][CH2:9][C:8]2[NH:7][N:6]=[C:5]([C:11]([OH:13])=[O:12])[C:4]=2[CH2:3]1.F[C:16]1[CH:21]=[C:20]([I:22])[CH:19]=[CH:18][N:17]=1. (5) Given the product [Cl:15][C:16]1[C:25]([C:26]([OH:34])=[O:27])=[C:24]([S:28]([CH3:31])(=[O:30])=[O:29])[CH:23]=[CH:22][C:17]=1[C:18]([O:20][CH3:21])=[O:19], predict the reactants needed to synthesize it. The reactants are: O.P([O-])([O-])(O)=O.[Na+].[Na+].OO.Cl([O-])=O.[Na+].[Cl:15][C:16]1[C:25]([CH:26]=[O:27])=[C:24]([S:28]([CH3:31])(=[O:30])=[O:29])[CH:23]=[CH:22][C:17]=1[C:18]([O:20][CH3:21])=[O:19].Cl.S([O-])(O)=[O:34].[Na+]. (6) Given the product [Br:1][C:2]1[CH:3]=[C:4]([C:8]2([CH3:16])[N:24]([CH2:23][C:22]3[CH:25]=[CH:26][C:19]([O:18][CH3:17])=[CH:20][CH:21]=3)[C:14](=[NH:15])[N:12]([CH3:13])[C:10](=[O:11])[CH2:9]2)[CH:5]=[CH:6][CH:7]=1, predict the reactants needed to synthesize it. The reactants are: [Br:1][C:2]1[CH:3]=[C:4](/[C:8](/[CH3:16])=[CH:9]/[C:10]([N:12]([C:14]#[N:15])[CH3:13])=[O:11])[CH:5]=[CH:6][CH:7]=1.[CH3:17][O:18][C:19]1[CH:26]=[CH:25][C:22]([CH2:23][NH2:24])=[CH:21][CH:20]=1. (7) Given the product [CH:1]1([C@H:7]2[CH2:11][N:10]([C:12]([O:14][C:15]([CH3:16])([CH3:17])[CH3:18])=[O:13])[C@H:9]([CH:19]=[O:24])[CH2:8]2)[CH2:2][CH2:3][CH2:4][CH2:5][CH2:6]1, predict the reactants needed to synthesize it. The reactants are: [CH:1]1([C@H:7]2[CH2:11][N:10]([C:12]([O:14][C:15]([CH3:18])([CH3:17])[CH3:16])=[O:13])[C@H:9]([C:19](=[O:24])N(OC)C)[CH2:8]2)[CH2:6][CH2:5][CH2:4][CH2:3][CH2:2]1.[H-].[Al+3].[Li+].[H-].[H-].[H-]. (8) Given the product [C:14]1([CH3:24])[CH:19]=[CH:18][C:17]([S:20]([O:7][CH2:6][CH:1]2[CH2:5][CH2:4][CH2:3][CH2:2]2)(=[O:22])=[O:21])=[CH:16][CH:15]=1, predict the reactants needed to synthesize it. The reactants are: [CH:1]1([CH2:6][OH:7])[CH2:5][CH2:4][CH2:3][CH2:2]1.N1C=CC=CC=1.[C:14]1([CH3:24])[CH:19]=[CH:18][C:17]([S:20](Cl)(=[O:22])=[O:21])=[CH:16][CH:15]=1. (9) Given the product [O:3]=[C:4]1[C:13]2[C:8](=[CH:9][CH:10]=[C:11]([C:14]([OH:16])=[O:15])[CH:12]=2)[O:7][CH:6]=[CH:5]1, predict the reactants needed to synthesize it. The reactants are: [OH-].[Na+].[O:3]=[C:4]1[C:13]2[C:8](=[CH:9][CH:10]=[C:11]([C:14]([O-:16])=[O:15])[CH:12]=2)[O:7][CH:6]=[CH:5]1.O.Cl.